Dataset: Full USPTO retrosynthesis dataset with 1.9M reactions from patents (1976-2016). Task: Predict the reactants needed to synthesize the given product. (1) Given the product [CH3:53][N:54]1[C:62]2[C:57](=[CH:58][CH:59]=[CH:60][CH:61]=2)[C:56]([C:63](=[O:65])[CH2:64][C:67]2[CH:68]=[N:69][CH:70]=[CH:71][CH:72]=2)=[CH:55]1, predict the reactants needed to synthesize it. The reactants are: C1(P(C2C=CC=CC=2)C2C=CC3C(=CC=CC=3)C=2C2C3C(=CC=CC=3)C=CC=2P(C2C=CC=CC=2)C2C=CC=CC=2)C=CC=CC=1.CC(C)([O-])C.[Na+].[CH3:53][N:54]1[C:62]2[C:57](=[CH:58][CH:59]=[CH:60][CH:61]=2)[C:56]([C:63](=[O:65])[CH3:64])=[CH:55]1.Br[C:67]1[CH:68]=[N:69][CH:70]=[CH:71][CH:72]=1. (2) The reactants are: [Cl:1][C:2]1[CH:3]=[CH:4][C:5]2[N:6]([C:8]([CH3:19])=[C:9]([NH:11][C:12](=[O:18])[O:13][C:14]([CH3:17])([CH3:16])[CH3:15])[N:10]=2)[CH:7]=1.[H-].[Na+].[C:22]1([S:28](Cl)(=[O:30])=[O:29])[CH:27]=[CH:26][CH:25]=[CH:24][CH:23]=1. Given the product [C:14]([O:13][C:12]([N:11]([C:9]1[N:10]=[C:5]2[CH:4]=[CH:3][C:2]([Cl:1])=[CH:7][N:6]2[C:8]=1[CH3:19])[S:28]([C:22]1[CH:27]=[CH:26][C:25]([C:12]([O:13][CH3:14])=[O:18])=[CH:24][CH:23]=1)(=[O:30])=[O:29])=[O:18])([CH3:15])([CH3:16])[CH3:17], predict the reactants needed to synthesize it. (3) Given the product [C:16]([C:13]1[CH:12]=[CH:11][C:10]([CH:9]2[N:4]3[N:3]=[C:2]([N:1]4[C:28](=[O:29])[C:27]5[C:26](=[CH:34][CH:33]=[CH:32][CH:31]=5)[C:25]4=[O:30])[N:24]=[C:5]3[NH:6][C:7]([CH3:23])=[C:8]2[C:18]([O:20][CH2:21][CH3:22])=[O:19])=[CH:15][CH:14]=1)#[N:17], predict the reactants needed to synthesize it. The reactants are: [NH2:1][C:2]1[N:24]=[C:5]2[NH:6][C:7]([CH3:23])=[C:8]([C:18]([O:20][CH2:21][CH3:22])=[O:19])[CH:9]([C:10]3[CH:15]=[CH:14][C:13]([C:16]#[N:17])=[CH:12][CH:11]=3)[N:4]2[N:3]=1.[C:25]1(=O)[O:30][C:28](=[O:29])[C:27]2=[CH:31][CH:32]=[CH:33][CH:34]=[C:26]12.C(N(CC)CC)C. (4) Given the product [F:6][C:7]([F:20])([F:19])[C:8]1[CH:13]=[CH:12][C:11]([CH:14]=[CH:15][C:16]([Cl:23])=[O:17])=[CH:10][CH:9]=1, predict the reactants needed to synthesize it. The reactants are: CN(C=O)C.[F:6][C:7]([F:20])([F:19])[C:8]1[CH:13]=[CH:12][C:11]([CH:14]=[CH:15][C:16](O)=[O:17])=[CH:10][CH:9]=1.O=S(Cl)[Cl:23].C(OC(=O)C)C.